Dataset: CYP1A2 inhibition data for predicting drug metabolism from PubChem BioAssay. Task: Regression/Classification. Given a drug SMILES string, predict its absorption, distribution, metabolism, or excretion properties. Task type varies by dataset: regression for continuous measurements (e.g., permeability, clearance, half-life) or binary classification for categorical outcomes (e.g., BBB penetration, CYP inhibition). Dataset: cyp1a2_veith. (1) The molecule is COc1ccc(NC(=O)CSc2nnc(Cc3cccn3C)n2CCc2ccccc2)c(OC)c1. The result is 0 (non-inhibitor). (2) The compound is COC(=O)[C@@]1(Cc2ccc(F)cc2)[C@H]2c3cc(C(=O)N(C)C)n(CCF)c3C[C@H]2CN1C(=O)c1ccccc1. The result is 0 (non-inhibitor). (3) The compound is CCOc1cc(-c2noc(N)c2C#N)cc(OCC)c1OCC. The result is 1 (inhibitor). (4) The compound is O=C(O)C1C2C=CC(O2)C1C(=O)NC1CCCc2ccccc21. The result is 0 (non-inhibitor). (5) The drug is CCOCCCNC(=O)C1CCN(S(=O)(=O)N2CC(C)CC(C)C2)CC1. The result is 0 (non-inhibitor). (6) The molecule is CCCC[C@H]1C[C@@H]1[C@@H]1N(P(=O)(c2ccccc2)c2ccccc2)[C@](CO)(c2ccccc2)CC12CC2. The result is 0 (non-inhibitor). (7) The drug is C/C(CCN1CCCCc2nc(C)c(C)cc21)=N\OC[C@@H](O)COCc1ccco1. The result is 0 (non-inhibitor). (8) The result is 0 (non-inhibitor). The molecule is Cc1nc(SCC(=O)Nc2c(C)n(C)n(-c3ccccc3)c2=O)nc(C)c1C.